Task: Predict the reactants needed to synthesize the given product.. Dataset: Full USPTO retrosynthesis dataset with 1.9M reactions from patents (1976-2016) (1) Given the product [Cl:25][C:16]1[CH:17]=[C:18]([S:21]([CH3:24])(=[O:22])=[O:23])[CH:19]=[CH:20][C:15]=1[CH2:14][N:7]1[C:8]2=[N:9][CH:10]=[CH:11][CH:12]=[C:13]2[C:5]([CH2:4][C:3]([OH:27])=[O:2])=[C:6]1[CH3:26], predict the reactants needed to synthesize it. The reactants are: C[O:2][C:3](=[O:27])[CH2:4][C:5]1[C:13]2[C:8](=[N:9][CH:10]=[CH:11][CH:12]=2)[N:7]([CH2:14][C:15]2[CH:20]=[CH:19][C:18]([S:21]([CH3:24])(=[O:23])=[O:22])=[CH:17][C:16]=2[Cl:25])[C:6]=1[CH3:26].COC(=O)CC1C2C(=NC=CC=2)NC=1C.[H-].[Na+].BrCC1C=CC(S(C)(=O)=O)=CC=1Cl.[I-].[Na+]. (2) Given the product [C:1]([C:4]1[C:12]2[C:7](=[CH:8][CH:9]=[C:10]([C:30]3[CH2:35][CH2:34][N:33]([C:36](=[O:38])[CH3:37])[CH2:32][CH:31]=3)[CH:11]=2)[N:6]([CH2:14][C:15]([O:17][C:18]([CH3:21])([CH3:20])[CH3:19])=[O:16])[CH:5]=1)(=[O:3])[CH3:2], predict the reactants needed to synthesize it. The reactants are: [C:1]([C:4]1[C:12]2[C:7](=[CH:8][CH:9]=[C:10](Br)[CH:11]=2)[N:6]([CH2:14][C:15]([O:17][C:18]([CH3:21])([CH3:20])[CH3:19])=[O:16])[CH:5]=1)(=[O:3])[CH3:2].CC1(C)C(C)(C)OB([C:30]2[CH2:35][CH2:34][N:33]([C:36](=[O:38])[CH3:37])[CH2:32][CH:31]=2)O1.C(=O)([O-])[O-].[Cs+].[Cs+].